Predict the product of the given reaction. From a dataset of Forward reaction prediction with 1.9M reactions from USPTO patents (1976-2016). (1) Given the reactants [OH-].[Na+].[Cl:3][C:4]1[CH:5]=[C:6]([C:12]2[CH:16]=[CH:15][N:14]([CH2:17][C@@H:18]([NH:20][C:21]([C:23]3[N:24]=[C:25]([CH3:28])[NH:26][CH:27]=3)=[O:22])[CH3:19])[N:13]=2)[CH:7]=[CH:8][C:9]=1[C:10]#[N:11].Br[CH:30]([CH3:33])[C:31]#[N:32], predict the reaction product. The product is: [Cl:3][C:4]1[CH:5]=[C:6]([C:12]2[CH:16]=[CH:15][N:14]([CH2:17][C@@H:18]([NH:20][C:21]([C:23]3[N:24]=[C:25]([CH3:28])[N:26]([CH:30]([C:31]#[N:32])[CH3:33])[CH:27]=3)=[O:22])[CH3:19])[N:13]=2)[CH:7]=[CH:8][C:9]=1[C:10]#[N:11]. (2) Given the reactants [F:1][C:2]1[CH:15]=[CH:14][C:5]([O:6][C:7]2[CH:12]=[CH:11][C:10]([OH:13])=[CH:9][CH:8]=2)=[CH:4][CH:3]=1.[H-].[Na+].[C:18]([O:22][C:23]([N:25]1[CH2:29][CH2:28][CH2:27][C@@H:26]1[CH2:30]OS(C1C=CC(C)=CC=1)(=O)=O)=[O:24])([CH3:21])([CH3:20])[CH3:19], predict the reaction product. The product is: [C:18]([O:22][C:23]([N:25]1[CH2:29][CH2:28][CH2:27][C@@H:26]1[CH2:30][O:13][C:10]1[CH:11]=[CH:12][C:7]([O:6][C:5]2[CH:14]=[CH:15][C:2]([F:1])=[CH:3][CH:4]=2)=[CH:8][CH:9]=1)=[O:24])([CH3:21])([CH3:19])[CH3:20].